Regression/Classification. Given a drug SMILES string, predict its absorption, distribution, metabolism, or excretion properties. Task type varies by dataset: regression for continuous measurements (e.g., permeability, clearance, half-life) or binary classification for categorical outcomes (e.g., BBB penetration, CYP inhibition). Dataset: rlm. From a dataset of Rat liver microsome stability data. (1) The drug is Cc1nc2c(C(F)(F)F)cccc2n1-c1cccc(Oc2cccc(S(=O)(=O)CCCO)c2)c1. The result is 1 (stable in rat liver microsomes). (2) The compound is CCCc1nc(C(C)(C)O)c(C(=O)OC(C)OC(=O)OC2CCCCC2)n1Cc1ccc(-c2ccccc2-c2nn[nH]n2)cc1. The result is 1 (stable in rat liver microsomes). (3) The drug is Cc1nc(C(=O)Nc2ccnc(Cl)n2)c(C)n1-c1ccc(F)cc1. The result is 0 (unstable in rat liver microsomes). (4) The molecule is N#Cc1cnc(NCC(F)(F)c2ccccc2)c(=O)n1CC(=O)NCCONC(=N)N. The result is 0 (unstable in rat liver microsomes). (5) The molecule is CC1=C(C(=O)Nc2nc3ccccc3s2)C(c2[nH]ncc2Cl)NC(Nc2nc3ccccc3o2)=N1. The result is 1 (stable in rat liver microsomes). (6) The drug is Cc1c(Nc2c(C#N)cncc2C=Cc2cccc(OCCN3CCCC3)c2)ccc2[nH]ccc12. The result is 1 (stable in rat liver microsomes). (7) The molecule is COc1cc(NCCCCCNC(=O)C2CCC3(CC2)OOC2(OO3)C3CC4CC(C3)CC2C4)c2ncccc2c1-c1ccc(F)cc1. The result is 1 (stable in rat liver microsomes).